This data is from Reaction yield outcomes from USPTO patents with 853,638 reactions. The task is: Predict the reaction yield, written as a fraction of the theoretical maximum amount of product (1.0 means a 100% yield; for example, 0.34 means a 34% yield). The reactants are [CH:1](NC(C)C)(C)C.[Li]CCCC.[Cl:13][C:14]1[CH:15]=[C:16]([C:20]2[O:24][N:23]=[C:22]([C@H:25]([O:27][C:28]3[N:29]([CH3:39])[C:30]([C:33]4[CH:38]=[CH:37][N:36]=[CH:35][CH:34]=4)=[N:31][N:32]=3)[CH3:26])[N:21]=2)[CH:17]=[CH:18][CH:19]=1.CI.[NH4+].[Cl-]. The catalyst is C1COCC1. The product is [Cl:13][C:14]1[CH:15]=[C:16]([C:20]2[O:24][N:23]=[C:22]([C:25]([CH3:1])([O:27][C:28]3[N:29]([CH3:39])[C:30]([C:33]4[CH:34]=[CH:35][N:36]=[CH:37][CH:38]=4)=[N:31][N:32]=3)[CH3:26])[N:21]=2)[CH:17]=[CH:18][CH:19]=1. The yield is 0.200.